Dataset: NCI-60 drug combinations with 297,098 pairs across 59 cell lines. Task: Regression. Given two drug SMILES strings and cell line genomic features, predict the synergy score measuring deviation from expected non-interaction effect. (1) Drug 1: CC1C(C(CC(O1)OC2CC(CC3=C2C(=C4C(=C3O)C(=O)C5=C(C4=O)C(=CC=C5)OC)O)(C(=O)CO)O)N)O.Cl. Drug 2: C1CCC(CC1)NC(=O)N(CCCl)N=O. Cell line: SK-OV-3. Synergy scores: CSS=6.92, Synergy_ZIP=1.42, Synergy_Bliss=5.92, Synergy_Loewe=1.67, Synergy_HSA=2.25. (2) Drug 1: C1=C(C(=O)NC(=O)N1)F. Drug 2: CN1C(=O)N2C=NC(=C2N=N1)C(=O)N. Cell line: HCT116. Synergy scores: CSS=37.6, Synergy_ZIP=-2.49, Synergy_Bliss=-6.98, Synergy_Loewe=-57.8, Synergy_HSA=-8.44. (3) Drug 1: CN1CCC(CC1)COC2=C(C=C3C(=C2)N=CN=C3NC4=C(C=C(C=C4)Br)F)OC. Drug 2: C1=NNC2=C1C(=O)NC=N2. Cell line: SR. Synergy scores: CSS=-7.59, Synergy_ZIP=0.251, Synergy_Bliss=-5.97, Synergy_Loewe=-5.62, Synergy_HSA=-7.39.